From a dataset of Catalyst prediction with 721,799 reactions and 888 catalyst types from USPTO. Predict which catalyst facilitates the given reaction. (1) Reactant: N([O-])=[O:2].[Na+].[F:5][C:6]([F:15])([F:14])[C:7]1[N:8]=[CH:9][C:10](N)=[N:11][CH:12]=1. Product: [F:5][C:6]([F:15])([F:14])[C:7]1[N:8]=[CH:9][C:10](=[O:2])[NH:11][CH:12]=1. The catalyst class is: 65. (2) Reactant: [C:1]([N:4]1[C:13]2[C:8](=[CH:9][C:10]([C:14]([O:16]CC)=[O:15])=[CH:11][CH:12]=2)[C@H:7]([NH:19][C:20]([O:22][CH2:23][C:24]2[CH:29]=[CH:28][CH:27]=[CH:26][CH:25]=2)=[O:21])[C@@H:6]([CH3:30])[C@@H:5]1[CH3:31])(=[O:3])[CH3:2].[OH-].[Li+].O.Cl. Product: [C:1]([N:4]1[C:13]2[C:8](=[CH:9][C:10]([C:14]([OH:16])=[O:15])=[CH:11][CH:12]=2)[C@H:7]([NH:19][C:20]([O:22][CH2:23][C:24]2[CH:29]=[CH:28][CH:27]=[CH:26][CH:25]=2)=[O:21])[C@@H:6]([CH3:30])[C@@H:5]1[CH3:31])(=[O:3])[CH3:2]. The catalyst class is: 1.